This data is from Full USPTO retrosynthesis dataset with 1.9M reactions from patents (1976-2016). The task is: Predict the reactants needed to synthesize the given product. (1) Given the product [C:20]([C:17]1[C:16]([C:22]([F:24])([F:23])[F:25])=[N:15][N:14]([C:11]2[N:10]=[CH:9][C:8]([S:5]([NH2:4])(=[O:6])=[O:7])=[CH:13][CH:12]=2)[C:18]=1[O:30][CH2:29][C:28]([CH3:32])([CH3:31])[CH3:27])#[N:21], predict the reactants needed to synthesize it. The reactants are: CN(C)C=[N:4][S:5]([C:8]1[CH:9]=[N:10][C:11]([N:14]2[C:18](Cl)=[C:17]([C:20]#[N:21])[C:16]([C:22]([F:25])([F:24])[F:23])=[N:15]2)=[CH:12][CH:13]=1)(=[O:7])=[O:6].[CH3:27][C:28]([CH3:32])([CH3:31])[CH2:29][OH:30].[F-].[Cs+].Cl. (2) Given the product [CH2:15]([O:10][C:9](=[O:11])[C:8]1[C:7](=[CH:6][CH:5]=[C:4]([CH:2]=[O:3])[CH:12]=1)[OH:13])[CH3:16], predict the reactants needed to synthesize it. The reactants are: Cl.[CH:2]([C:4]1[CH:12]=[C:8]([C:9]([OH:11])=[O:10])[C:7]([OH:13])=[CH:6][CH:5]=1)=[O:3].O.[CH2:15](O)[CH3:16]. (3) Given the product [F:12][C:8]1[CH:7]=[C:6]([CH:11]=[CH:10][CH:9]=1)[O:5][CH2:4][C@@H:3]([CH3:13])[CH2:2][N:28]1[CH2:29][CH2:30][CH:25]([C:21]2[CH:20]=[C:19]([NH:18][C:16](=[O:17])[CH:15]([CH3:14])[CH3:31])[CH:24]=[CH:23][CH:22]=2)[CH2:26][CH2:27]1, predict the reactants needed to synthesize it. The reactants are: Cl[CH2:2][C@H:3]([CH3:13])[CH2:4][O:5][C:6]1[CH:11]=[CH:10][CH:9]=[C:8]([F:12])[CH:7]=1.[CH3:14][CH:15]([CH3:31])[C:16]([NH:18][C:19]1[CH:24]=[CH:23][CH:22]=[C:21]([CH:25]2[CH2:30][CH2:29][NH:28][CH2:27][CH2:26]2)[CH:20]=1)=[O:17]. (4) Given the product [N-:28]([S:29]([C:32]([F:35])([F:33])[F:34])(=[O:31])=[O:30])[S:36]([C:39]([F:42])([F:41])[F:40])(=[O:38])=[O:37].[CH2:20]([P+:10]([CH2:2][CH2:3][CH2:4][CH2:5][CH2:6][CH2:7][CH2:8][CH3:9])([CH2:12][CH2:13][CH2:14][CH2:15][CH2:16][CH2:17][CH2:18][CH3:19])[CH3:11])[CH2:21][CH2:22][CH2:23][CH2:24][CH2:25][CH2:26][CH3:27], predict the reactants needed to synthesize it. The reactants are: [I-].[CH2:2]([P+:10]([CH2:20][CH2:21][CH2:22][CH2:23][CH2:24][CH2:25][CH2:26][CH3:27])([CH2:12][CH2:13][CH2:14][CH2:15][CH2:16][CH2:17][CH2:18][CH3:19])[CH3:11])[CH2:3][CH2:4][CH2:5][CH2:6][CH2:7][CH2:8][CH3:9].[N-:28]([S:36]([C:39]([F:42])([F:41])[F:40])(=[O:38])=[O:37])[S:29]([C:32]([F:35])([F:34])[F:33])(=[O:31])=[O:30].[Li+]. (5) Given the product [N:56]1[N:57]=[CH:58][N:59]2[CH2:64][CH2:63][N:62]([C:19]([C:18]3[CH:17]=[N:16][C:15]([O:14][CH2:13][C:3]4[C:4]([C:7]5[CH:8]=[CH:9][CH:10]=[CH:11][CH:12]=5)=[N:5][O:6][C:2]=4[CH3:1])=[CH:23][CH:22]=3)=[O:21])[CH2:61][C:60]=12, predict the reactants needed to synthesize it. The reactants are: [CH3:1][C:2]1[O:6][N:5]=[C:4]([C:7]2[CH:12]=[CH:11][CH:10]=[CH:9][CH:8]=2)[C:3]=1[CH2:13][O:14][C:15]1[CH:23]=[CH:22][C:18]([C:19]([OH:21])=O)=[CH:17][N:16]=1.F[B-](F)(F)F.N1(OC(N(C)C)=[N+](C)C)C2C=CC=CC=2N=N1.C(N(CC)C(C)C)(C)C.Cl.[N:56]1[N:57]=[CH:58][N:59]2[CH2:64][CH2:63][NH:62][CH2:61][C:60]=12. (6) Given the product [Cl:1][C:2]1[CH:7]=[CH:6][C:5]([C@H:8]2[C@@H:12]([C:13]3[CH:18]=[CH:17][C:16]([Cl:19])=[CH:15][CH:14]=3)[N:11]([C:20]([N:44]3[CH2:45][CH2:46][N:41]([CH2:40][C:39]([NH:38][CH:36]([CH3:37])[CH2:35][O:34][CH3:33])=[O:47])[CH2:42][CH2:43]3)=[O:21])[C:10]([C:23]3[S:24][CH:25]=[CH:26][C:27]=3[O:28][CH2:29][CH3:30])=[N:9]2)=[CH:4][CH:3]=1, predict the reactants needed to synthesize it. The reactants are: [Cl:1][C:2]1[CH:7]=[CH:6][C:5]([C@H:8]2[C@@H:12]([C:13]3[CH:18]=[CH:17][C:16]([Cl:19])=[CH:15][CH:14]=3)[N:11]([C:20](Cl)=[O:21])[C:10]([C:23]3[S:24][CH:25]=[CH:26][C:27]=3[O:28][CH2:29][CH3:30])=[N:9]2)=[CH:4][CH:3]=1.Cl.Cl.[CH3:33][O:34][CH2:35][CH:36]([NH:38][C:39](=[O:47])[CH2:40][N:41]1[CH2:46][CH2:45][NH:44][CH2:43][CH2:42]1)[CH3:37].